Dataset: NCI-60 drug combinations with 297,098 pairs across 59 cell lines. Task: Regression. Given two drug SMILES strings and cell line genomic features, predict the synergy score measuring deviation from expected non-interaction effect. (1) Drug 1: CN(CCCl)CCCl.Cl. Drug 2: CCN(CC)CCCC(C)NC1=C2C=C(C=CC2=NC3=C1C=CC(=C3)Cl)OC. Cell line: MOLT-4. Synergy scores: CSS=57.2, Synergy_ZIP=-0.888, Synergy_Bliss=0.700, Synergy_Loewe=-6.63, Synergy_HSA=0.183. (2) Drug 1: C1CCC(CC1)NC(=O)N(CCCl)N=O. Drug 2: COC1=NC(=NC2=C1N=CN2C3C(C(C(O3)CO)O)O)N. Cell line: NCIH23. Synergy scores: CSS=10.8, Synergy_ZIP=3.05, Synergy_Bliss=6.89, Synergy_Loewe=-5.17, Synergy_HSA=6.11. (3) Drug 1: CC12CCC3C(C1CCC2=O)CC(=C)C4=CC(=O)C=CC34C. Drug 2: C1=CC(=CC=C1CC(C(=O)O)N)N(CCCl)CCCl.Cl. Cell line: RXF 393. Synergy scores: CSS=54.4, Synergy_ZIP=-0.734, Synergy_Bliss=6.22, Synergy_Loewe=-9.50, Synergy_HSA=6.25. (4) Drug 1: CC12CCC3C(C1CCC2=O)CC(=C)C4=CC(=O)C=CC34C. Drug 2: C#CCC(CC1=CN=C2C(=N1)C(=NC(=N2)N)N)C3=CC=C(C=C3)C(=O)NC(CCC(=O)O)C(=O)O. Cell line: HL-60(TB). Synergy scores: CSS=64.9, Synergy_ZIP=-9.58, Synergy_Bliss=-19.2, Synergy_Loewe=-34.0, Synergy_HSA=-19.6. (5) Drug 1: CC1=C2C(C(=O)C3(C(CC4C(C3C(C(C2(C)C)(CC1OC(=O)C(C(C5=CC=CC=C5)NC(=O)C6=CC=CC=C6)O)O)OC(=O)C7=CC=CC=C7)(CO4)OC(=O)C)O)C)OC(=O)C. Drug 2: C1=CC=C(C(=C1)C(C2=CC=C(C=C2)Cl)C(Cl)Cl)Cl. Cell line: NCI-H226. Synergy scores: CSS=2.31, Synergy_ZIP=-0.454, Synergy_Bliss=0.138, Synergy_Loewe=0.0759, Synergy_HSA=-0.287. (6) Drug 1: C#CCC(CC1=CN=C2C(=N1)C(=NC(=N2)N)N)C3=CC=C(C=C3)C(=O)NC(CCC(=O)O)C(=O)O. Drug 2: CN(CCCl)CCCl.Cl. Cell line: NCIH23. Synergy scores: CSS=36.5, Synergy_ZIP=0.905, Synergy_Bliss=2.12, Synergy_Loewe=-0.0433, Synergy_HSA=-0.168. (7) Drug 1: CCCS(=O)(=O)NC1=C(C(=C(C=C1)F)C(=O)C2=CNC3=C2C=C(C=N3)C4=CC=C(C=C4)Cl)F. Drug 2: CCN(CC)CCNC(=O)C1=C(NC(=C1C)C=C2C3=C(C=CC(=C3)F)NC2=O)C. Cell line: RXF 393. Synergy scores: CSS=6.96, Synergy_ZIP=-0.593, Synergy_Bliss=2.64, Synergy_Loewe=0.575, Synergy_HSA=1.63. (8) Drug 1: C1=C(C(=O)NC(=O)N1)N(CCCl)CCCl. Drug 2: CC1CCCC2(C(O2)CC(NC(=O)CC(C(C(=O)C(C1O)C)(C)C)O)C(=CC3=CSC(=N3)C)C)C. Cell line: HS 578T. Synergy scores: CSS=-0.314, Synergy_ZIP=-6.09, Synergy_Bliss=-8.46, Synergy_Loewe=-10.2, Synergy_HSA=-9.36.